This data is from Forward reaction prediction with 1.9M reactions from USPTO patents (1976-2016). The task is: Predict the product of the given reaction. Given the reactants [CH3:1][O:2][C:3]([C:5]1([C:8]2[CH:13]=[CH:12][C:11]([S:14](Cl)(=O)=O)=[CH:10][CH:9]=2)[CH2:7][CH2:6]1)=[O:4].[Sn].C(Cl)Cl, predict the reaction product. The product is: [CH3:1][O:2][C:3]([C:5]1([C:8]2[CH:9]=[CH:10][C:11]([SH:14])=[CH:12][CH:13]=2)[CH2:6][CH2:7]1)=[O:4].